Dataset: Full USPTO retrosynthesis dataset with 1.9M reactions from patents (1976-2016). Task: Predict the reactants needed to synthesize the given product. The reactants are: [OH-].[Na+].[Cl:3][C:4]1[CH:9]=[C:8]([CH2:10][N:11]2[CH2:14][C:13]3([CH2:18][C:17]([N:19]4[CH2:24][CH2:23][C:22]([CH3:30])([C:25]([O:27]CC)=[O:26])[CH2:21][CH2:20]4)=[N:16][O:15]3)[CH2:12]2)[CH:7]=[C:6]([O:31][CH2:32][CH3:33])[C:5]=1[C:34]1[CH:39]=[CH:38][C:37]([F:40])=[CH:36][CH:35]=1. Given the product [Cl:3][C:4]1[CH:9]=[C:8]([CH2:10][N:11]2[CH2:14][C:13]3([CH2:18][C:17]([N:19]4[CH2:20][CH2:21][C:22]([CH3:30])([C:25]([OH:27])=[O:26])[CH2:23][CH2:24]4)=[N:16][O:15]3)[CH2:12]2)[CH:7]=[C:6]([O:31][CH2:32][CH3:33])[C:5]=1[C:34]1[CH:39]=[CH:38][C:37]([F:40])=[CH:36][CH:35]=1, predict the reactants needed to synthesize it.